Dataset: Retrosynthesis with 50K atom-mapped reactions and 10 reaction types from USPTO. Task: Predict the reactants needed to synthesize the given product. (1) Given the product CC(C)(C)OC(=O)N1CCC(c2ccc(CCCO)cc2)C(OCc2ccc3ccccc3c2)C1, predict the reactants needed to synthesize it. The reactants are: CCOC(=O)CCc1ccc(C2CCN(C(=O)OC(C)(C)C)CC2OCc2ccc3ccccc3c2)cc1. (2) Given the product COc1cc2ncc(C(N)=O)c(Nc3cccc4c3CCC4O)c2cc1OC, predict the reactants needed to synthesize it. The reactants are: COc1cc2ncc(C(N)=O)c(Nc3cccc4c3CCC4=O)c2cc1OC. (3) Given the product O=C1CCC(COCc2ccccc2)CC1, predict the reactants needed to synthesize it. The reactants are: c1ccc(COCC2CCC3(CC2)OCCO3)cc1. (4) Given the product CCOC(=O)C1(c2ccc(-c3ccc(-c4onc(C)c4Nc4cccc(C(=O)NC5CC5)n4)cc3)cc2)CC1, predict the reactants needed to synthesize it. The reactants are: CCOC(=O)C1(c2ccc(-c3ccc(-c4onc(C)c4N)cc3)cc2)CC1.O=C(NC1CC1)c1cccc(Br)n1. (5) Given the product COC(=O)[C@@H]1COCCN1, predict the reactants needed to synthesize it. The reactants are: COC(=O)[C@@H](N)COCCCl.